From a dataset of Full USPTO retrosynthesis dataset with 1.9M reactions from patents (1976-2016). Predict the reactants needed to synthesize the given product. (1) The reactants are: C([C:8]1[CH:33]=[CH:32][C:11]([C:12]([NH:14][C:15]2[CH:20]=[CH:19][C:18]([C:21]([F:27])([F:26])[C:22]([F:25])([F:24])[F:23])=[C:17]([O:28][CH2:29][CH2:30][NH2:31])[CH:16]=2)=[O:13])=[C:10]([Cl:34])[N:9]=1)(OC(C)(C)C)=O.C(O)(C(F)(F)F)=O. Given the product [NH2:31][CH2:30][CH2:29][O:28][C:17]1[CH:16]=[C:15]([NH:14][C:12](=[O:13])[C:11]2[CH:32]=[CH:33][CH:8]=[N:9][C:10]=2[Cl:34])[CH:20]=[CH:19][C:18]=1[C:21]([F:26])([F:27])[C:22]([F:25])([F:24])[F:23], predict the reactants needed to synthesize it. (2) Given the product [F:25][CH:2]([F:1])[C:8]1[C:9]2[CH:16]=[CH:15][N:14]([CH2:17][O:18][CH2:19][CH2:20][Si:21]([CH3:23])([CH3:22])[CH3:24])[C:10]=2[N:11]=[CH:12][N:13]=1, predict the reactants needed to synthesize it. The reactants are: [F:1][C:2]([F:25])([C:8]1[C:9]2[CH:16]=[CH:15][N:14]([CH2:17][O:18][CH2:19][CH2:20][Si:21]([CH3:24])([CH3:23])[CH3:22])[C:10]=2[N:11]=[CH:12][N:13]=1)C(OCC)=O.C(=O)([O-])[O-].[Na+].[Na+].[F-].[K+]. (3) Given the product [Cl:21][C:22]1[CH:23]=[C:24]([S:28]([N:15]2[CH2:14][C@H:13]([CH2:16][OH:17])[O:12][C:11]3[N:18]=[CH:19][C:8]([NH:7][C:6](=[O:20])[O:5][C:1]([CH3:4])([CH3:2])[CH3:3])=[CH:9][C:10]2=3)(=[O:30])=[O:29])[CH:25]=[CH:26][CH:27]=1, predict the reactants needed to synthesize it. The reactants are: [C:1]([O:5][C:6](=[O:20])[NH:7][C:8]1[CH:19]=[N:18][C:11]2[O:12][C@@H:13]([CH2:16][OH:17])[CH2:14][NH:15][C:10]=2[CH:9]=1)([CH3:4])([CH3:3])[CH3:2].[Cl:21][C:22]1[CH:23]=[C:24]([S:28](Cl)(=[O:30])=[O:29])[CH:25]=[CH:26][CH:27]=1. (4) Given the product [CH2:12]([N:19]1[CH2:24][CH2:23][C:22]([C:1]2[O:29][C:30]3[CH:26]=[CH:27][CH:28]=[CH:4][C:3]=3[C:2]=2[CH3:6])([OH:25])[CH2:21][CH2:20]1)[C:13]1[CH:14]=[CH:15][CH:16]=[CH:17][CH:18]=1, predict the reactants needed to synthesize it. The reactants are: [CH2:1]([Li])[CH2:2][CH2:3][CH3:4].[CH3:6]CCCCC.[CH2:12]([N:19]1[CH2:24][CH2:23][C:22](=[O:25])[CH2:21][CH2:20]1)[C:13]1[CH:18]=[CH:17][CH:16]=[CH:15][CH:14]=1.[CH2:26]1[CH2:30][O:29][CH2:28][CH2:27]1. (5) Given the product [Br:14][C:15]1[N:20]=[C:19]([C:21]([CH3:22])([CH3:27])[C:7]([CH3:8])([OH:6])[CH3:9])[CH:18]=[CH:17][CH:16]=1, predict the reactants needed to synthesize it. The reactants are: C[Mg]I.C([O:6][CH2:7][CH3:8])C.[CH2:9](OCC)C.[Br:14][C:15]1[N:20]=[C:19]([C:21](C)([CH3:27])[C:22](OCC)=O)[CH:18]=[CH:17][CH:16]=1.P(=O)(O)(O)O. (6) Given the product [OH:6][C:7]1[C:12]([CH3:13])=[CH:11][C:10]([C:14]2([C:24]3[CH:25]=[C:26]([CH3:39])[C:27]([OH:31])=[C:28]([CH3:30])[CH:29]=3)[C:22]3[C:17](=[CH:18][CH:19]=[CH:20][CH:21]=3)[N:16]([C:48]3[CH:49]=[CH:50][C:45]([C:44]([F:55])([F:54])[F:43])=[CH:46][CH:47]=3)[C:15]2=[O:23])=[CH:9][C:8]=1[CH3:40], predict the reactants needed to synthesize it. The reactants are: C([Si](C)(C)[O:6][C:7]1[C:12]([CH3:13])=[CH:11][C:10]([C:14]2([C:24]3[CH:29]=[C:28]([CH3:30])[C:27]([O:31][Si](C(C)(C)C)(C)C)=[C:26]([CH3:39])[CH:25]=3)[C:22]3[C:17](=[CH:18][CH:19]=[CH:20][CH:21]=3)[NH:16][C:15]2=[O:23])=[CH:9][C:8]=1[CH3:40])(C)(C)C.[F:43][C:44]([F:55])([F:54])[C:45]1[CH:50]=[CH:49][C:48](B(O)O)=[CH:47][CH:46]=1.C(N(CC)CC)C.[F-].C([N+](CCCC)(CCCC)CCCC)CCC.Cl.